Dataset: Reaction yield outcomes from USPTO patents with 853,638 reactions. Task: Predict the reaction yield, written as a fraction of the theoretical maximum amount of product (1.0 means a 100% yield; for example, 0.34 means a 34% yield). The catalyst is CO.[Zn]. The product is [O:20]=[C:3]1[CH2:2][CH:6]2[N:7]([C:10]([O:12][CH2:13][C:14]3[CH:19]=[CH:18][CH:17]=[CH:16][CH:15]=3)=[O:11])[CH2:8][CH2:9][CH:5]2[CH2:4]1. The yield is 0.840. The reactants are Cl[C:2]1(Cl)[CH:6]2[N:7]([C:10]([O:12][CH2:13][C:14]3[CH:19]=[CH:18][CH:17]=[CH:16][CH:15]=3)=[O:11])[CH2:8][CH2:9][CH:5]2[CH2:4][C:3]1=[O:20].[Cl-].[NH4+].